From a dataset of Forward reaction prediction with 1.9M reactions from USPTO patents (1976-2016). Predict the product of the given reaction. (1) Given the reactants [F:1][C:2]1[CH:3]=[C:4]2[C:8](=[CH:9][CH:10]=1)[CH:7]([NH:11][C:12]1[CH:21]=[CH:20][C:19]3[C:14](=[CH:15][CH:16]=[C:17]([NH2:22])[CH:18]=3)[N:13]=1)[CH2:6][CH2:5]2.[C:23](O)(=[O:25])[CH3:24], predict the reaction product. The product is: [F:1][C:2]1[CH:3]=[C:4]2[C:8](=[CH:9][CH:10]=1)[CH:7]([NH:11][C:12]1[CH:21]=[CH:20][C:19]3[C:14](=[CH:15][CH:16]=[C:17]([NH:22][C:23](=[O:25])[CH3:24])[CH:18]=3)[N:13]=1)[CH2:6][CH2:5]2. (2) The product is: [CH3:30][S:31]([O:1][CH:2]1[CH2:5][N:4]([C:6]2[S:7][CH:8]=[C:9]([C:11](=[O:29])[NH:12][CH2:13][CH2:14][NH:15][C:16]([O:18][CH2:19][C:20]3[CH:25]=[CH:24][C:23]([N+:26]([O-:28])=[O:27])=[CH:22][CH:21]=3)=[O:17])[N:10]=2)[CH2:3]1)(=[O:33])=[O:32]. Given the reactants [OH:1][CH:2]1[CH2:5][N:4]([C:6]2[S:7][CH:8]=[C:9]([C:11](=[O:29])[NH:12][CH2:13][CH2:14][NH:15][C:16]([O:18][CH2:19][C:20]3[CH:25]=[CH:24][C:23]([N+:26]([O-:28])=[O:27])=[CH:22][CH:21]=3)=[O:17])[N:10]=2)[CH2:3]1.[CH3:30][S:31](Cl)(=[O:33])=[O:32].C(N(CC)CC)C, predict the reaction product. (3) Given the reactants [CH3:1][O:2][C:3](=[O:16])[CH:4]=[CH:5][C:6]1[CH:11]=[CH:10][CH:9]=[C:8]([S:12](Cl)(=[O:14])=[O:13])[CH:7]=1.[CH3:17][C:18]1[CH:24]=[CH:23][C:21]([NH2:22])=[CH:20][CH:19]=1.C([O-])(O)=O.[Na+], predict the reaction product. The product is: [CH3:1][O:2][C:3](=[O:16])[CH:4]=[CH:5][C:6]1[CH:11]=[CH:10][CH:9]=[C:8]([S:12](=[O:14])(=[O:13])[NH:22][C:21]2[CH:23]=[CH:24][C:18]([CH3:17])=[CH:19][CH:20]=2)[CH:7]=1. (4) Given the reactants [CH:1]([NH:4][S:5]([C:8]1[CH:13]=[CH:12][C:11]([CH3:14])=[C:10]([Br:15])[CH:9]=1)(=[O:7])=[O:6])([CH3:3])[CH3:2].[H-].[Na+].I[CH3:19], predict the reaction product. The product is: [Br:15][C:10]1[CH:9]=[C:8]([S:5]([N:4]([CH:1]([CH3:3])[CH3:2])[CH3:19])(=[O:7])=[O:6])[CH:13]=[CH:12][C:11]=1[CH3:14]. (5) Given the reactants Br[C:2]1[C:3]([NH2:10])=[N:4][C:5]([O:8][CH3:9])=[CH:6][CH:7]=1.[C:11]1(B(O)O)[CH:16]=[CH:15][CH:14]=[CH:13][CH:12]=1.C([O-])([O-])=O.[Na+].[Na+], predict the reaction product. The product is: [CH3:9][O:8][C:5]1[N:4]=[C:3]([NH2:10])[C:2]([C:11]2[CH:16]=[CH:15][CH:14]=[CH:13][CH:12]=2)=[CH:7][CH:6]=1. (6) Given the reactants [CH2:1]([C:8]1[N:9]=[N:10][C:11]2[C:16]([C:17]=1[C:18]1[CH:19]=[C:20]([NH2:24])[CH:21]=[CH:22][CH:23]=1)=[CH:15][CH:14]=[CH:13][C:12]=2[Cl:25])[C:2]1[CH:7]=[CH:6][CH:5]=[CH:4][CH:3]=1.[CH3:26][C:27]1[C:34]([CH3:35])=[CH:33][CH:32]=[CH:31][C:28]=1[CH:29]=O, predict the reaction product. The product is: [CH2:1]([C:8]1[N:9]=[N:10][C:11]2[C:16]([C:17]=1[C:18]1[CH:19]=[C:20]([NH:24][CH2:29][C:28]3[CH:31]=[CH:32][CH:33]=[C:34]([CH3:35])[C:27]=3[CH3:26])[CH:21]=[CH:22][CH:23]=1)=[CH:15][CH:14]=[CH:13][C:12]=2[Cl:25])[C:2]1[CH:7]=[CH:6][CH:5]=[CH:4][CH:3]=1. (7) Given the reactants [CH:1]([C:8]1[CH:9]=[CH:10][C:11]([C:14]2[CH:19]=[CH:18][C:17]([NH:20][C:21](=[O:27])[O:22][C:23]([CH3:26])([CH3:25])[CH3:24])=[CH:16][CH:15]=2)=[N:12][CH:13]=1)=[CH:2][CH2:3][CH2:4][CH2:5][CH2:6][CH3:7].N#N, predict the reaction product. The product is: [CH2:1]([C:8]1[CH:9]=[CH:10][C:11]([C:14]2[CH:15]=[CH:16][C:17]([NH:20][C:21](=[O:27])[O:22][C:23]([CH3:26])([CH3:25])[CH3:24])=[CH:18][CH:19]=2)=[N:12][CH:13]=1)[CH2:2][CH2:3][CH2:4][CH2:5][CH2:6][CH3:7]. (8) Given the reactants [OH:1]OS([O-])=O.[K+].[N:7]1([C:13]2[CH:18]=[C:17]([CH2:19][S:20][C:21]3[CH:26]=[CH:25][CH:24]=[CH:23][CH:22]=3)[N:16]=[C:15]([C:27]3[CH:32]=[CH:31][CH:30]=[CH:29][N:28]=3)[N:14]=2)[CH2:12][CH2:11][O:10][CH2:9][CH2:8]1.[OH2:33], predict the reaction product. The product is: [C:21]1([S:20]([CH2:19][C:17]2[CH:18]=[C:13]([N:7]3[CH2:8][CH2:9][O:10][CH2:11][CH2:12]3)[N:14]=[C:15]([C:27]3[CH:32]=[CH:31][CH:30]=[CH:29][N:28]=3)[N:16]=2)(=[O:1])=[O:33])[CH:26]=[CH:25][CH:24]=[CH:23][CH:22]=1. (9) Given the reactants Br[C:2]1[CH:7]=[C:6]([C:8]2[CH:9]=[N:10][C:11]([O:14][CH3:15])=[CH:12][CH:13]=2)[CH:5]=[CH:4][C:3]=1[NH2:16].[CH3:17][C:18]1([CH3:27])[CH2:23][CH2:22][C:21](B(O)O)=[CH:20][CH2:19]1.C([O-])([O-])=O.[Na+].[Na+], predict the reaction product. The product is: [CH3:17][C:18]1([CH3:27])[CH2:23][CH2:22][C:21]([C:2]2[CH:7]=[C:6]([C:8]3[CH:9]=[N:10][C:11]([O:14][CH3:15])=[CH:12][CH:13]=3)[CH:5]=[CH:4][C:3]=2[NH2:16])=[CH:20][CH2:19]1.